Dataset: Peptide-MHC class II binding affinity with 134,281 pairs from IEDB. Task: Regression. Given a peptide amino acid sequence and an MHC pseudo amino acid sequence, predict their binding affinity value. This is MHC class II binding data. The peptide sequence is PSEPWNTGHDWILAD. The MHC is HLA-DQA10501-DQB10402 with pseudo-sequence HLA-DQA10501-DQB10402. The binding affinity (normalized) is 0.